Task: Regression. Given a peptide amino acid sequence and an MHC pseudo amino acid sequence, predict their binding affinity value. This is MHC class II binding data.. Dataset: Peptide-MHC class II binding affinity with 134,281 pairs from IEDB (1) The peptide sequence is IVYIKPAKNIYSFNE. The MHC is DRB1_0401 with pseudo-sequence DRB1_0401. The binding affinity (normalized) is 0.850. (2) The peptide sequence is EEFVSLASRFLVEED. The MHC is DRB3_0202 with pseudo-sequence DRB3_0202. The binding affinity (normalized) is 0.304. (3) The peptide sequence is TERVRLVTRHIYNREE. The MHC is DRB1_1301 with pseudo-sequence DRB1_1301. The binding affinity (normalized) is 0.358. (4) The peptide sequence is FLLSYGEKDFEDYRF. The MHC is HLA-DQA10301-DQB10301 with pseudo-sequence HLA-DQA10301-DQB10301. The binding affinity (normalized) is 0.114. (5) The peptide sequence is TTVYGAFDPLLAVAD. The MHC is DRB1_0101 with pseudo-sequence DRB1_0101. The binding affinity (normalized) is 0.231. (6) The peptide sequence is TCAKSMSLFEVDQTKKK. The MHC is DRB1_0404 with pseudo-sequence DRB1_0404. The binding affinity (normalized) is 0.331. (7) The peptide sequence is AAATATATAAVGAAT. The MHC is HLA-DQA10501-DQB10201 with pseudo-sequence HLA-DQA10501-DQB10201. The binding affinity (normalized) is 0.123.